Regression. Given two drug SMILES strings and cell line genomic features, predict the synergy score measuring deviation from expected non-interaction effect. From a dataset of NCI-60 drug combinations with 297,098 pairs across 59 cell lines. (1) Drug 1: CCCS(=O)(=O)NC1=C(C(=C(C=C1)F)C(=O)C2=CNC3=C2C=C(C=N3)C4=CC=C(C=C4)Cl)F. Cell line: SF-539. Synergy scores: CSS=26.0, Synergy_ZIP=0.825, Synergy_Bliss=3.20, Synergy_Loewe=-13.0, Synergy_HSA=4.06. Drug 2: CC1OCC2C(O1)C(C(C(O2)OC3C4COC(=O)C4C(C5=CC6=C(C=C35)OCO6)C7=CC(=C(C(=C7)OC)O)OC)O)O. (2) Drug 1: CCCCC(=O)OCC(=O)C1(CC(C2=C(C1)C(=C3C(=C2O)C(=O)C4=C(C3=O)C=CC=C4OC)O)OC5CC(C(C(O5)C)O)NC(=O)C(F)(F)F)O. Drug 2: CC12CCC3C(C1CCC2O)C(CC4=C3C=CC(=C4)O)CCCCCCCCCS(=O)CCCC(C(F)(F)F)(F)F. Cell line: MALME-3M. Synergy scores: CSS=58.2, Synergy_ZIP=-1.82, Synergy_Bliss=-4.69, Synergy_Loewe=-8.82, Synergy_HSA=-1.51. (3) Drug 1: CC1C(C(=O)NC(C(=O)N2CCCC2C(=O)N(CC(=O)N(C(C(=O)O1)C(C)C)C)C)C(C)C)NC(=O)C3=C4C(=C(C=C3)C)OC5=C(C(=O)C(=C(C5=N4)C(=O)NC6C(OC(=O)C(N(C(=O)CN(C(=O)C7CCCN7C(=O)C(NC6=O)C(C)C)C)C)C(C)C)C)N)C. Drug 2: CC1=C(C(=CC=C1)Cl)NC(=O)C2=CN=C(S2)NC3=CC(=NC(=N3)C)N4CCN(CC4)CCO. Cell line: IGROV1. Synergy scores: CSS=19.2, Synergy_ZIP=-4.32, Synergy_Bliss=6.02, Synergy_Loewe=-3.82, Synergy_HSA=2.03. (4) Drug 2: C1CC(=O)NC(=O)C1N2C(=O)C3=CC=CC=C3C2=O. Synergy scores: CSS=2.68, Synergy_ZIP=-1.14, Synergy_Bliss=2.43, Synergy_Loewe=1.62, Synergy_HSA=1.62. Drug 1: CNC(=O)C1=CC=CC=C1SC2=CC3=C(C=C2)C(=NN3)C=CC4=CC=CC=N4. Cell line: LOX IMVI. (5) Drug 1: CN1C2=C(C=C(C=C2)N(CCCl)CCCl)N=C1CCCC(=O)O.Cl. Drug 2: CC12CCC3C(C1CCC2O)C(CC4=C3C=CC(=C4)O)CCCCCCCCCS(=O)CCCC(C(F)(F)F)(F)F. Cell line: RPMI-8226. Synergy scores: CSS=10.3, Synergy_ZIP=-2.24, Synergy_Bliss=0.175, Synergy_Loewe=0.406, Synergy_HSA=-0.0572. (6) Drug 1: CC12CCC3C(C1CCC2O)C(CC4=C3C=CC(=C4)O)CCCCCCCCCS(=O)CCCC(C(F)(F)F)(F)F. Drug 2: CC(C)(C#N)C1=CC(=CC(=C1)CN2C=NC=N2)C(C)(C)C#N. Cell line: UO-31. Synergy scores: CSS=1.28, Synergy_ZIP=1.33, Synergy_Bliss=2.39, Synergy_Loewe=0.662, Synergy_HSA=0.412. (7) Synergy scores: CSS=53.5, Synergy_ZIP=8.24, Synergy_Bliss=9.35, Synergy_Loewe=-6.41, Synergy_HSA=10.2. Cell line: NCI-H460. Drug 1: CS(=O)(=O)C1=CC(=C(C=C1)C(=O)NC2=CC(=C(C=C2)Cl)C3=CC=CC=N3)Cl. Drug 2: CC1OCC2C(O1)C(C(C(O2)OC3C4COC(=O)C4C(C5=CC6=C(C=C35)OCO6)C7=CC(=C(C(=C7)OC)O)OC)O)O. (8) Drug 1: CC1=C(C=C(C=C1)C(=O)NC2=CC(=CC(=C2)C(F)(F)F)N3C=C(N=C3)C)NC4=NC=CC(=N4)C5=CN=CC=C5. Drug 2: C1CCC(C(C1)N)N.C(=O)(C(=O)[O-])[O-].[Pt+4]. Cell line: HCT-15. Synergy scores: CSS=44.5, Synergy_ZIP=4.04, Synergy_Bliss=0.825, Synergy_Loewe=-11.5, Synergy_HSA=-6.96. (9) Drug 1: CC1C(C(CC(O1)OC2CC(OC(C2O)C)OC3=CC4=CC5=C(C(=O)C(C(C5)C(C(=O)C(C(C)O)O)OC)OC6CC(C(C(O6)C)O)OC7CC(C(C(O7)C)O)OC8CC(C(C(O8)C)O)(C)O)C(=C4C(=C3C)O)O)O)O. Drug 2: CC1=C(C=C(C=C1)C(=O)NC2=CC(=CC(=C2)C(F)(F)F)N3C=C(N=C3)C)NC4=NC=CC(=N4)C5=CN=CC=C5. Cell line: 786-0. Synergy scores: CSS=17.4, Synergy_ZIP=-7.53, Synergy_Bliss=-4.07, Synergy_Loewe=-10.5, Synergy_HSA=-8.30.